From a dataset of Forward reaction prediction with 1.9M reactions from USPTO patents (1976-2016). Predict the product of the given reaction. (1) Given the reactants Cl[C:2]1[N:7]=[C:6]([N:8]2[CH2:13][CH2:12][O:11][CH2:10][CH2:9]2)[N:5]=[C:4]([N:14]2[CH2:19][CH2:18][O:17][CH2:16][CH2:15]2)[N:3]=1.[C:20]([C:22]1[CH:23]=[C:24](B2OC(C)(C)C(C)(C)O2)[CH:25]=[CH:26][CH:27]=1)#[N:21], predict the reaction product. The product is: [O:17]1[CH2:18][CH2:19][N:14]([C:4]2[N:5]=[C:6]([N:8]3[CH2:13][CH2:12][O:11][CH2:10][CH2:9]3)[N:7]=[C:2]([C:26]3[CH:27]=[C:22]([CH:23]=[CH:24][CH:25]=3)[C:20]#[N:21])[N:3]=2)[CH2:15][CH2:16]1. (2) Given the reactants [CH:1]1[C:10]2[C:5](=[CH:6][CH:7]=[CH:8][CH:9]=2)[CH:4]=[CH:3][C:2]=1[S:11](Cl)(=[O:13])=[O:12].CC#[N:17], predict the reaction product. The product is: [CH:1]1[C:10]2[C:5](=[CH:6][CH:7]=[CH:8][CH:9]=2)[CH:4]=[CH:3][C:2]=1[S:11]([NH2:17])(=[O:13])=[O:12]. (3) Given the reactants ClC1C=CC=C(C(OO)=[O:9])C=1.[C:12]([NH:15][C:16]1[CH:21]=[C:20]([CH2:22][S:23][C:24]2[C:29]([C:30]([NH:32][C:33]3[CH:38]=[C:37]([CH3:39])[CH:36]=[C:35]([CH3:40])[CH:34]=3)=[O:31])=[CH:28][CH:27]=[CH:26][N:25]=2)[CH:19]=[CH:18][N:17]=1)(=[O:14])[CH3:13], predict the reaction product. The product is: [C:12]([NH:15][C:16]1[CH:21]=[C:20]([CH2:22][S:23]([C:24]2[C:29]([C:30]([NH:32][C:33]3[CH:34]=[C:35]([CH3:40])[CH:36]=[C:37]([CH3:39])[CH:38]=3)=[O:31])=[CH:28][CH:27]=[CH:26][N:25]=2)=[O:9])[CH:19]=[CH:18][N:17]=1)(=[O:14])[CH3:13].